From a dataset of Reaction yield outcomes from USPTO patents with 853,638 reactions. Predict the reaction yield, written as a fraction of the theoretical maximum amount of product (1.0 means a 100% yield; for example, 0.34 means a 34% yield). (1) The yield is 0.740. The catalyst is C(Cl)Cl. The product is [CH3:19][C:16]1[O:15][C:14]([N:11]2[CH2:12][CH2:13][NH:8][CH2:9][CH2:10]2)=[N:18][N:17]=1. The reactants are C(OC([N:8]1[CH2:13][CH2:12][N:11]([C:14]2[O:15][C:16]([CH3:19])=[N:17][N:18]=2)[CH2:10][CH2:9]1)=O)(C)(C)C.C(O)(C(F)(F)F)=O. (2) The reactants are [Cl:1][C:2]1[N:7]=[C:6](Cl)[C:5]([CH:9]=O)=[CH:4][N:3]=1.[NH2:11][NH2:12]. The catalyst is C1COCC1. The product is [Cl:1][C:2]1[N:7]=[C:6]2[NH:11][N:12]=[CH:9][C:5]2=[CH:4][N:3]=1. The yield is 0.340. (3) The reactants are [NH2:1][C:2]1[C:7]([N+:8]([O-:10])=[O:9])=[C:6]([CH3:11])[CH:5]=[CH:4][N:3]=1.[Cl:12]N1C(=O)CCC1=O. No catalyst specified. The product is [NH2:1][C:2]1[C:7]([N+:8]([O-:10])=[O:9])=[C:6]([CH3:11])[C:5]([Cl:12])=[CH:4][N:3]=1. The yield is 0.750. (4) The reactants are [F:1][C:2]1[CH:7]=[CH:6][C:5]([C:8]2[C:16]3[C:11](=[CH:12][CH:13]=[C:14]([NH:17][C:18]([C:20]4([CH:25]([OH:27])[CH3:26])[CH2:24][CH2:23][NH:22][CH2:21]4)=[O:19])[CH:15]=3)[N:10]([C:28]([C:41]3[CH:46]=[CH:45][CH:44]=[CH:43][CH:42]=3)([C:35]3[CH:40]=[CH:39][CH:38]=[CH:37][CH:36]=3)[C:29]3[CH:34]=[CH:33][CH:32]=[CH:31][CH:30]=3)[N:9]=2)=[CH:4][CH:3]=1.Cl[CH2:48][C:49]([N:51]1[CH2:56][CH2:55][N:54]([C:57]2[CH:62]=[CH:61][C:60]([C:63]3[N:68]=[CH:67][CH:66]=[CH:65][N:64]=3)=[CH:59][N:58]=2)[CH2:53][CH:52]1[CH3:69])=[O:50]. The catalyst is CN(C=O)C. The product is [F:1][C:2]1[CH:3]=[CH:4][C:5]([C:8]2[C:16]3[C:11](=[CH:12][CH:13]=[C:14]([NH:17][C:18]([C:20]4([CH:25]([OH:27])[CH3:26])[CH2:24][CH2:23][N:22]([CH2:48][C:49]([N:51]5[CH2:56][CH2:55][N:54]([C:57]6[CH:62]=[CH:61][C:60]([C:63]7[N:64]=[CH:65][CH:66]=[CH:67][N:68]=7)=[CH:59][N:58]=6)[CH2:53][CH:52]5[CH3:69])=[O:50])[CH2:21]4)=[O:19])[CH:15]=3)[N:10]([C:28]([C:29]3[CH:34]=[CH:33][CH:32]=[CH:31][CH:30]=3)([C:35]3[CH:36]=[CH:37][CH:38]=[CH:39][CH:40]=3)[C:41]3[CH:42]=[CH:43][CH:44]=[CH:45][CH:46]=3)[N:9]=2)=[CH:6][CH:7]=1. The yield is 0.840. (5) The reactants are [CH3:1][Si:2]([CH3:10])([CH3:9])[O:3][C:4]([CH3:8])([C:6]#[CH:7])[CH3:5].[Li]CCCC.[C:16]([C:18]1[CH:29]=[CH:28][C:21]([C:22](N(OC)C)=[O:23])=[CH:20][CH:19]=1)#[N:17]. The catalyst is C1COCC1. The product is [CH3:5][C:4]([O:3][Si:2]([CH3:10])([CH3:9])[CH3:1])([CH3:8])[C:6]#[C:7][C:22]([C:21]1[CH:28]=[CH:29][C:18]([C:16]#[N:17])=[CH:19][CH:20]=1)=[O:23]. The yield is 0.680. (6) The reactants are [N:1]1[CH:6]=[CH:5][CH:4]=[N:3][C:2]=1[O:7][CH:8]1[CH2:13][CH2:12][C:11](=[O:14])[CH2:10][CH2:9]1.[BH4-].[Na+]. The catalyst is CO. The product is [N:1]1[CH:6]=[CH:5][CH:4]=[N:3][C:2]=1[O:7][CH:8]1[CH2:13][CH2:12][CH:11]([OH:14])[CH2:10][CH2:9]1. The yield is 0.770.